Task: Regression. Given a peptide amino acid sequence and an MHC pseudo amino acid sequence, predict their binding affinity value. This is MHC class I binding data.. Dataset: Peptide-MHC class I binding affinity with 185,985 pairs from IEDB/IMGT (1) The peptide sequence is AKIALAVYK. The MHC is HLA-B46:01 with pseudo-sequence HLA-B46:01. The binding affinity (normalized) is 0.0847. (2) The peptide sequence is HAPWTQMAM. The MHC is HLA-B48:01 with pseudo-sequence HLA-B48:01. The binding affinity (normalized) is 0.224.